From a dataset of Full USPTO retrosynthesis dataset with 1.9M reactions from patents (1976-2016). Predict the reactants needed to synthesize the given product. Given the product [CH3:8][C:7]1[C:2]([NH:1][C:25](=[O:26])[O:24][C:18]2[CH:23]=[CH:22][CH:21]=[CH:20][CH:19]=2)=[N:3][CH:4]=[CH:5][N:6]=1, predict the reactants needed to synthesize it. The reactants are: [NH2:1][C:2]1[C:7]([CH3:8])=[N:6][CH:5]=[CH:4][N:3]=1.CC#N.N1C=CC=CC=1.[C:18]1([O:24][C:25](Cl)=[O:26])[CH:23]=[CH:22][CH:21]=[CH:20][CH:19]=1.